This data is from TCR-epitope binding with 47,182 pairs between 192 epitopes and 23,139 TCRs. The task is: Binary Classification. Given a T-cell receptor sequence (or CDR3 region) and an epitope sequence, predict whether binding occurs between them. The epitope is GTSGSPIIDK. The TCR CDR3 sequence is CASSPGGGTQETQYF. Result: 1 (the TCR binds to the epitope).